From a dataset of hERG potassium channel inhibition data for cardiac toxicity prediction from Karim et al.. Regression/Classification. Given a drug SMILES string, predict its toxicity properties. Task type varies by dataset: regression for continuous values (e.g., LD50, hERG inhibition percentage) or binary classification for toxic/non-toxic outcomes (e.g., AMES mutagenicity, cardiotoxicity, hepatotoxicity). Dataset: herg_karim. (1) The compound is N[C@H]1CN(c2ccncc2Nc2ncc3ccc(-c4c(F)cccc4F)nn23)C[C@@H](N)[C@@H]1O. The result is 0 (non-blocker). (2) The molecule is CC(C)(c1cc(N2CCOCC2)nc(-c2cccc3[nH]ccc23)n1)S(C)(=O)=O. The result is 0 (non-blocker). (3) The drug is O=C(O)C1(Cc2cccc(Nc3nccs3)n2)CCC(Oc2cccc(Cl)c2F)CC1. The result is 0 (non-blocker). (4) The molecule is O=C(Nc1cc(Cl)ccc1Cl)NS(=O)(=O)c1ccc(OCCCN2CCCC2)cc1. The result is 0 (non-blocker). (5) The compound is Cc1c([C@H]2CN3CCN(C(=O)Cc4ccc(-n5cnnn5)nc4)C[C@H]3CO2)ccc(F)c1C#N. The result is 0 (non-blocker). (6) The compound is CCCC1(CC)Cc2c(CN3CCC4(CC3)CCN(C(=O)c3ccc(N)cn3)CC4)cccc2O1. The result is 1 (blocker). (7) The molecule is CN(C)CCC1=C(Cc2cccnn2)c2ccc(Cl)cc2C1. The result is 1 (blocker). (8) The result is 1 (blocker). The drug is O=C(NC1CCN(Cc2ccc3c(c2)OCO3)CC1)c1cc(=O)c2ccccc2o1.